From a dataset of Reaction yield outcomes from USPTO patents with 853,638 reactions. Predict the reaction yield, written as a fraction of the theoretical maximum amount of product (1.0 means a 100% yield; for example, 0.34 means a 34% yield). (1) The reactants are CS([O:5][CH2:6][CH2:7][CH2:8][C:9]1([OH:12])[CH2:11][CH2:10]1)(=O)=O.O[C:14]1[CH:23]=[C:22]2[C:17]([C:18]([O:24][C:25]3[CH:30]=[CH:29][C:28]([NH:31][C:32]([C:34]4[C:35](=[O:47])[N:36]([C:41]5[CH:46]=[CH:45][CH:44]=[CH:43][CH:42]=5)[N:37]([CH3:40])[C:38]=4[CH3:39])=[O:33])=[CH:27][C:26]=3[F:48])=[CH:19][CH:20]=[N:21]2)=[CH:16][CH:15]=1.C(=O)([O-])[O-].[Cs+].[Cs+]. The catalyst is CN(C)C(=O)C.O. The product is [F:48][C:26]1[CH:27]=[C:28]([NH:31][C:32]([C:34]2[C:35](=[O:47])[N:36]([C:41]3[CH:46]=[CH:45][CH:44]=[CH:43][CH:42]=3)[N:37]([CH3:40])[C:38]=2[CH3:39])=[O:33])[CH:29]=[CH:30][C:25]=1[O:24][C:18]1[C:17]2[C:22](=[CH:23][C:14]([O:5][CH2:6][CH2:7][CH2:8][C:9]3([OH:12])[CH2:11][CH2:10]3)=[CH:15][CH:16]=2)[N:21]=[CH:20][CH:19]=1. The yield is 0.190. (2) The reactants are [Br:1][C:2]1[CH:7]=[CH:6][CH:5]=[CH:4][C:3]=1I.[C:9]1(B(O)O)[C:18]2[C:13](=[CH:14][CH:15]=[CH:16][CH:17]=2)[CH:12]=[CH:11][CH:10]=1.C(=O)([O-])[O-].[Na+].[Na+]. The catalyst is C1C=CC([P]([Pd]([P](C2C=CC=CC=2)(C2C=CC=CC=2)C2C=CC=CC=2)([P](C2C=CC=CC=2)(C2C=CC=CC=2)C2C=CC=CC=2)[P](C2C=CC=CC=2)(C2C=CC=CC=2)C2C=CC=CC=2)(C2C=CC=CC=2)C2C=CC=CC=2)=CC=1.C1(C)C=CC=CC=1. The product is [Br:1][C:2]1[CH:7]=[CH:6][CH:5]=[CH:4][C:3]=1[C:17]1[C:18]2[C:13](=[CH:12][CH:11]=[CH:10][CH:9]=2)[CH:14]=[CH:15][CH:16]=1. The yield is 0.830. (3) The reactants are [Cl:1][C:2]1[CH:3]=[C:4]2[C:13](=[C:14]3[C:19]=1[CH:18]=[CH:17][CH:16]=[N:15]3)[NH:12][S:11](=[O:21])(=[O:20])[C:10]1[C:5]2=[CH:6][C:7](F)=[CH:8][CH:9]=1.[N:23]1([CH2:29][CH2:30][NH2:31])[CH2:28][CH2:27][O:26][CH2:25][CH2:24]1. The catalyst is CN1C(=O)CCC1. The product is [Cl:1][C:2]1[CH:3]=[C:4]2[C:13](=[C:14]3[C:19]=1[CH:18]=[CH:17][CH:16]=[N:15]3)[NH:12][S:11](=[O:21])(=[O:20])[C:10]1[C:5]2=[CH:6][C:7]([NH:31][CH2:30][CH2:29][N:23]2[CH2:28][CH2:27][O:26][CH2:25][CH2:24]2)=[CH:8][CH:9]=1. The yield is 0.300. (4) The reactants are [F:1][C:2]1[CH:7]=[CH:6][C:5]([C:8]2[C:12]3=[N:13][C:14]([C:17]#[N:18])=[CH:15][CH:16]=[C:11]3[NH:10][C:9]=2I)=[CH:4][CH:3]=1.[N:20]1[CH:25]=[C:24](B(O)O)[CH:23]=[N:22][CH:21]=1.C([O-])([O-])=O.[K+].[K+].C(Cl)Cl. The catalyst is COCCOC.O.C1C=CC(P(C2C=CC=CC=2)[C-]2C=CC=C2)=CC=1.C1C=CC(P(C2C=CC=CC=2)[C-]2C=CC=C2)=CC=1.Cl[Pd]Cl.[Fe+2].O. The yield is 0.0900. The product is [F:1][C:2]1[CH:7]=[CH:6][C:5]([C:8]2[C:12]3=[N:13][C:14]([C:17]#[N:18])=[CH:15][CH:16]=[C:11]3[NH:10][C:9]=2[C:24]2[CH:25]=[N:20][CH:21]=[N:22][CH:23]=2)=[CH:4][CH:3]=1. (5) The reactants are [F:1][C:2]1[C:7]([OH:8])=[CH:6][CH:5]=[C:4]([F:9])[C:3]=1[NH:10][C:11](=O)[C:12]1[CH:17]=[C:16]([CH3:18])[CH:15]=[C:14]([C:19]2[CH:24]=[CH:23][CH:22]=[C:21]([F:25])[CH:20]=2)[C:13]=1[F:26].B.O. The catalyst is C1COCC1. The product is [F:1][C:2]1[C:3]([NH:10][CH2:11][C:12]2[CH:17]=[C:16]([CH3:18])[CH:15]=[C:14]([C:19]3[CH:24]=[CH:23][CH:22]=[C:21]([F:25])[CH:20]=3)[C:13]=2[F:26])=[C:4]([F:9])[CH:5]=[CH:6][C:7]=1[OH:8]. The yield is 0.800. (6) The reactants are Cl[C:2]1[N:11]=[C:10]([NH:12][CH2:13][C@H:14]([C:20]2[CH:25]=[CH:24][CH:23]=[CH:22][CH:21]=2)[N:15]2[CH:19]=[CH:18][CH:17]=[CH:16]2)[C:9]2[C:4](=[CH:5][CH:6]=[CH:7][CH:8]=2)[N:3]=1.[CH3:26][C:27]1[C:32](B(O)O)=[CH:31][N:30]2[CH:36]=[CH:37][N:38]=[C:29]2[CH:28]=1.C(NC1C2C(=CC=CC=2)N=C(C2SC3C=CC=CC=3C=2)N=1)(C1C=CC=CC=1)C1C=CC=CC=1. The catalyst is C(Cl)(Cl)Cl.CO. The product is [CH3:26][C:27]1[C:32]([C:2]2[N:11]=[C:10]([NH:12][CH2:13][C@H:14]([C:20]3[CH:25]=[CH:24][CH:23]=[CH:22][CH:21]=3)[N:15]3[CH:19]=[CH:18][CH:17]=[CH:16]3)[C:9]3[C:4](=[CH:5][CH:6]=[CH:7][CH:8]=3)[N:3]=2)=[CH:31][N:30]2[CH:36]=[CH:37][N:38]=[C:29]2[CH:28]=1. The yield is 0.220. (7) The product is [NH:29]([C:2]1[CH:3]=[CH:4][C:5]2[O:9][C:8](=[O:10])[N:7]([CH2:11][C:12]([N:14]([CH3:21])[C:15]3[CH:20]=[CH:19][CH:18]=[CH:17][CH:16]=3)=[O:13])[C:6]=2[CH:22]=1)[C:30]1[CH:35]=[CH:34][CH:33]=[CH:32][CH:31]=1. The reactants are Br[C:2]1[CH:3]=[CH:4][C:5]2[O:9][C:8](=[O:10])[N:7]([CH2:11][C:12]([N:14]([CH3:21])[C:15]3[CH:20]=[CH:19][CH:18]=[CH:17][CH:16]=3)=[O:13])[C:6]=2[CH:22]=1.C(=O)([O-])[O-].[Cs+].[Cs+].[NH2:29][C:30]1[CH:35]=[CH:34][CH:33]=[CH:32][CH:31]=1.C(=O)([O-])O.[Na+]. The yield is 0.470. The catalyst is C1(C)C=CC=CC=1. (8) The reactants are Cl[C@H:2]([C@H:7]([OH:11])[CH2:8][CH2:9][CH3:10])[C:3]([O:5][CH3:6])=[O:4].C(O)C.C(=O)([O-])[O-].[K+].[K+]. The catalyst is C(OC)(C)(C)C. The product is [CH2:8]([C@H:7]1[O:11][C@@H:2]1[C:3]([O:5][CH3:6])=[O:4])[CH2:9][CH3:10]. The yield is 1.00. (9) The reactants are [C:1]([O:5][C:6]([N:8]1[CH2:14][CH2:13][CH2:12][C:11](=[O:15])[CH2:10][CH2:9]1)=[O:7])([CH3:4])([CH3:3])[CH3:2].[Cl:16][C:17]1[CH:22]=[CH:21][C:20]([Mg]Br)=[CH:19][CH:18]=1.C(OCC)C. The catalyst is C1COCC1. The product is [C:1]([O:5][C:6]([N:8]1[CH2:14][CH2:13][CH2:12][C:11]([C:20]2[CH:21]=[CH:22][C:17]([Cl:16])=[CH:18][CH:19]=2)([OH:15])[CH2:10][CH2:9]1)=[O:7])([CH3:4])([CH3:2])[CH3:3]. The yield is 0.960.